From a dataset of Full USPTO retrosynthesis dataset with 1.9M reactions from patents (1976-2016). Predict the reactants needed to synthesize the given product. (1) The reactants are: C([N:8]1[CH2:12][C@@H:11]([C:13]2[CH:18]=[CH:17][C:16]([F:19])=[CH:15][CH:14]=2)[C@H:10]([CH2:20][N:21]2[C:29](=[O:30])[C:28]3[C:23](=[CH:24][CH:25]=[CH:26][CH:27]=3)[C:22]2=[O:31])[CH2:9]1)C1C=CC=CC=1.[C:40](O[C:40]([O:42][C:43]([CH3:46])([CH3:45])[CH3:44])=[O:41])([O:42][C:43]([CH3:46])([CH3:45])[CH3:44])=[O:41]. Given the product [O:30]=[C:29]1[C:28]2[C:23](=[CH:24][CH:25]=[CH:26][CH:27]=2)[C:22](=[O:31])[N:21]1[CH2:20][C@H:10]1[C@H:11]([C:13]2[CH:14]=[CH:15][C:16]([F:19])=[CH:17][CH:18]=2)[CH2:12][N:8]([C:40]([O:42][C:43]([CH3:44])([CH3:45])[CH3:46])=[O:41])[CH2:9]1, predict the reactants needed to synthesize it. (2) Given the product [CH2:15]1[CH:13]2[CH2:14][N:10]([C:7]3[CH:8]=[CH:9][C:4]([NH2:1])=[CH:5][CH:6]=3)[CH2:11][CH:12]2[CH2:17][O:16]1, predict the reactants needed to synthesize it. The reactants are: [N+:1]([C:4]1[CH:9]=[CH:8][C:7]([N:10]2[CH2:14][CH:13]3[CH2:15][O:16][CH2:17][CH:12]3[CH2:11]2)=[CH:6][CH:5]=1)([O-])=O. (3) Given the product [Cl:1][C:2]1[CH:3]=[C:4]([NH:17][C:18]2[N:19]=[CH:20][N:21]=[C:22]3[S:46][C:25]4[C:26]5[C:30]([CH2:31][CH2:32][C:24]=4[C:23]=23)=[N:29][N:28]([CH:33]2[CH2:38][CH2:37][NH:36][CH2:35][CH2:34]2)[CH:27]=5)[CH:5]=[CH:6][C:7]=1[O:8][CH2:9][C:10]1[CH:15]=[CH:14][CH:13]=[C:12]([F:16])[CH:11]=1, predict the reactants needed to synthesize it. The reactants are: [Cl:1][C:2]1[CH:3]=[C:4]([NH:17][C:18]2[C:23]3[C:24]4[CH2:32][CH2:31][C:30]5[C:26](=[CH:27][N:28]([CH:33]6[CH2:38][CH2:37][N:36](C(OC(C)(C)C)=O)[CH2:35][CH2:34]6)[N:29]=5)[C:25]=4[S:46][C:22]=3[N:21]=[CH:20][N:19]=2)[CH:5]=[CH:6][C:7]=1[O:8][CH2:9][C:10]1[CH:15]=[CH:14][CH:13]=[C:12]([F:16])[CH:11]=1.FC(F)(F)C(O)=O. (4) The reactants are: O.[SH-].[Na+].[CH3:4][S:5]([C:8]1[CH2:12][C:11]([CH2:14][Cl:15])([CH3:13])[O:10][N:9]=1)(=O)=O.C(=O)([O-])[O-].[K+].[K+].C(S([O-])=O)O.[Na+].BrC[C:30]1[C:31]([O:40][CH2:41][CH3:42])=[N:32][CH:33]=[N:34][C:35]=1[C:36]([F:39])([F:38])[F:37]. Given the product [CH2:41]([O:40][C:31]1[C:30]([CH2:4][S:5][C:8]2[CH2:12][C:11]([CH2:14][Cl:15])([CH3:13])[O:10][N:9]=2)=[C:35]([C:36]([F:38])([F:39])[F:37])[N:34]=[CH:33][N:32]=1)[CH3:42], predict the reactants needed to synthesize it. (5) Given the product [OH:2][C:3]1[N:8]=[C:7]([C:9]([NH:11][CH2:12][CH:13]2[CH2:18][CH2:17][O:16][CH2:15][CH2:14]2)=[O:10])[C:6]([NH:19][C:20]([C:22]2[C:31]3[C:26](=[CH:27][CH:28]=[CH:29][CH:30]=3)[C:25]([CH2:32][N:33]3[CH:37]=[CH:36][N:35]=[N:34]3)=[CH:24][CH:23]=2)=[O:21])=[N:5][CH:4]=1, predict the reactants needed to synthesize it. The reactants are: C[O:2][C:3]1[N:8]=[C:7]([C:9]([NH:11][CH2:12][CH:13]2[CH2:18][CH2:17][O:16][CH2:15][CH2:14]2)=[O:10])[C:6]([NH:19][C:20]([C:22]2[C:31]3[C:26](=[CH:27][CH:28]=[CH:29][CH:30]=3)[C:25]([CH2:32][N:33]3[CH:37]=[CH:36][N:35]=[N:34]3)=[CH:24][CH:23]=2)=[O:21])=[N:5][CH:4]=1.Cl.N1C=CC=CC=1. (6) The reactants are: [Cl:1][C:2]1[CH:9]=[CH:8][C:5]([CH2:6]Cl)=[C:4]([I:10])[CH:3]=1.[C-:11]#[N:12].[Na+].C1OCCOCCOCCOCCOCCOC1. Given the product [Cl:1][C:2]1[CH:9]=[CH:8][C:5]([CH2:6][C:11]#[N:12])=[C:4]([I:10])[CH:3]=1, predict the reactants needed to synthesize it. (7) The reactants are: Cl[C:2]1[N:7]=[C:6]([C:8]2[S:12][C:11]([N:13]3[CH2:18][CH2:17][O:16][CH2:15][CH2:14]3)=[N:10][C:9]=2[C:19]2[C:20]([F:37])=[C:21]([NH:25][S:26]([C:29]3[CH:34]=[C:33]([F:35])[CH:32]=[CH:31][C:30]=3[F:36])(=[O:28])=[O:27])[CH:22]=[CH:23][CH:24]=2)[CH:5]=[CH:4][N:3]=1.O.[CH3:39][N:40](C)C=O. Given the product [C:39]([C:2]1[N:7]=[C:6]([C:8]2[S:12][C:11]([N:13]3[CH2:18][CH2:17][O:16][CH2:15][CH2:14]3)=[N:10][C:9]=2[C:19]2[C:20]([F:37])=[C:21]([NH:25][S:26]([C:29]3[CH:34]=[C:33]([F:35])[CH:32]=[CH:31][C:30]=3[F:36])(=[O:28])=[O:27])[CH:22]=[CH:23][CH:24]=2)[CH:5]=[CH:4][N:3]=1)#[N:40], predict the reactants needed to synthesize it. (8) Given the product [C:1]12([C:11]3[CH:21]=[CH:20][C:14]([O:15][CH2:16][C:17]([N:23]4[CH2:28][CH2:27][O:26][CH2:25][CH2:24]4)=[O:18])=[C:13]([CH3:22])[CH:12]=3)[CH2:2][CH:3]3[CH2:9][CH:7]([CH2:6][CH:5]([CH2:4]3)[CH2:10]1)[CH2:8]2, predict the reactants needed to synthesize it. The reactants are: [C:1]12([C:11]3[CH:21]=[CH:20][C:14]([O:15][CH2:16][C:17](O)=[O:18])=[C:13]([CH3:22])[CH:12]=3)[CH2:10][CH:5]3[CH2:6][CH:7]([CH2:9][CH:3]([CH2:4]3)[CH2:2]1)[CH2:8]2.[NH:23]1[CH2:28][CH2:27][O:26][CH2:25][CH2:24]1.